Dataset: Forward reaction prediction with 1.9M reactions from USPTO patents (1976-2016). Task: Predict the product of the given reaction. (1) Given the reactants [Br:1][C:2]1[CH:10]=[C:9]2[C:5]([C:6](=[O:13])[C:7]([CH3:12])([CH3:11])[NH:8]2)=[CH:4][C:3]=1[F:14].[H-].[Na+].I[CH3:18], predict the reaction product. The product is: [Br:1][C:2]1[CH:10]=[C:9]2[C:5]([C:6](=[O:13])[C:7]([CH3:11])([CH3:12])[N:8]2[CH3:18])=[CH:4][C:3]=1[F:14]. (2) The product is: [N+:22]([C:25]1[CH:32]=[CH:31][C:28]([CH2:29][N:1]2[C:9]3[C:4](=[CH:5][CH:6]=[CH:7][CH:8]=3)[C:3]([CH2:10][C:11]([O:13][CH2:14][CH3:15])=[O:12])=[N:2]2)=[CH:27][CH:26]=1)([O-:24])=[O:23]. Given the reactants [NH:1]1[C:9]2[C:4](=[CH:5][CH:6]=[CH:7][CH:8]=2)[C:3]([CH2:10][C:11]([O:13][CH2:14][CH3:15])=[O:12])=[N:2]1.C(=O)([O-])[O-].[Cs+].[Cs+].[N+:22]([C:25]1[CH:32]=[CH:31][C:28]([CH2:29]Br)=[CH:27][CH:26]=1)([O-:24])=[O:23], predict the reaction product. (3) Given the reactants C(OC(=O)[NH:7][C:8]1[CH:12]=[CH:11][S:10][C:9]=1[C:13]1[CH:18]=[CH:17][C:16]([Br:19])=[CH:15][CH:14]=1)(C)(C)C.Cl.CC(O)C.[OH-].[Na+], predict the reaction product. The product is: [Br:19][C:16]1[CH:17]=[CH:18][C:13]([C:9]2[S:10][CH:11]=[CH:12][C:8]=2[NH2:7])=[CH:14][CH:15]=1. (4) Given the reactants [C:1]([C:5]1[CH:10]=[CH:9][C:8]([N:11]2[C:15](=[O:16])[C:14]([CH3:18])([CH3:17])[N:13]([CH2:19][C:20]3[CH:25]=[CH:24][N:23]=[C:22]([NH:26][C:27](=[O:29])[CH3:28])[CH:21]=3)[C:12]2=[O:30])=[CH:7][CH:6]=1)([CH3:4])([CH3:3])[CH3:2].ClC1C=CC=C(C(OO)=[O:39])C=1, predict the reaction product. The product is: [C:1]([C:5]1[CH:10]=[CH:9][C:8]([N:11]2[C:15](=[O:16])[C:14]([CH3:18])([CH3:17])[N:13]([CH2:19][C:20]3[CH:25]=[CH:24][N+:23]([O-:39])=[C:22]([NH:26][C:27](=[O:29])[CH3:28])[CH:21]=3)[C:12]2=[O:30])=[CH:7][CH:6]=1)([CH3:2])([CH3:3])[CH3:4]. (5) Given the reactants [OH:1][CH:2]1[CH2:7][CH2:6][NH:5][CH2:4][CH2:3]1.[C:8]([C:10]1[C:18]2[C:13](=[CH:14][CH:15]=[C:16]([CH2:19][CH2:20][NH:21][C:22](=[O:36])[C:23]3[CH:28]=[CH:27][C:26]([C:29]4[CH:34]=[CH:33][N:32]=[C:31](Cl)[N:30]=4)=[CH:25][CH:24]=3)[CH:17]=2)[NH:12][CH:11]=1)#[N:9], predict the reaction product. The product is: [C:8]([C:10]1[C:18]2[C:13](=[CH:14][CH:15]=[C:16]([CH2:19][CH2:20][NH:21][C:22](=[O:36])[C:23]3[CH:28]=[CH:27][C:26]([C:29]4[CH:34]=[CH:33][N:32]=[C:31]([N:5]5[CH2:6][CH2:7][CH:2]([OH:1])[CH2:3][CH2:4]5)[N:30]=4)=[CH:25][CH:24]=3)[CH:17]=2)[NH:12][CH:11]=1)#[N:9].